Dataset: Forward reaction prediction with 1.9M reactions from USPTO patents (1976-2016). Task: Predict the product of the given reaction. (1) Given the reactants [C:1]1([NH:7][CH2:8][C:9]2[CH:17]=[CH:16][C:12]([C:13]([OH:15])=O)=[CH:11][CH:10]=2)[CH:6]=[CH:5][CH:4]=[CH:3][CH:2]=1.[CH3:18][C:19]1([CH3:28])[CH2:24][CH:23]([NH2:25])[CH2:22][C:21]([CH3:27])([CH3:26])[NH:20]1.CN(C(ON1N=NC2C=CC=NC1=2)=[N+](C)C)C.F[P-](F)(F)(F)(F)F.C(N(C(C)C)C(C)C)C, predict the reaction product. The product is: [C:1]1([NH:7][CH2:8][C:9]2[CH:10]=[CH:11][C:12]([C:13]([NH:25][CH:23]3[CH2:24][C:19]([CH3:28])([CH3:18])[NH:20][C:21]([CH3:27])([CH3:26])[CH2:22]3)=[O:15])=[CH:16][CH:17]=2)[CH:2]=[CH:3][CH:4]=[CH:5][CH:6]=1. (2) Given the reactants [NH:1]1[C:9]2[C:4](=[CH:5][C:6]([NH:10][C:11]3[CH:20]=[CH:19][C:18]([Cl:21])=[CH:17][C:12]=3[C:13]([O:15][CH3:16])=[O:14])=[CH:7][CH:8]=2)[CH:3]=[CH:2]1.Br[C:23]1[CH:28]=[CH:27][C:26]([Cl:29])=[CH:25][CH:24]=1.C(=O)([O-])[O-].[Cs+].[Cs+].C1(C)C=CC=CC=1, predict the reaction product. The product is: [Cl:21][C:18]1[CH:19]=[CH:20][C:11]([NH:10][C:6]2[CH:5]=[C:4]3[C:9](=[CH:8][CH:7]=2)[N:1]([C:23]2[CH:28]=[CH:27][C:26]([Cl:29])=[CH:25][CH:24]=2)[CH:2]=[CH:3]3)=[C:12]([CH:17]=1)[C:13]([O:15][CH3:16])=[O:14]. (3) Given the reactants COC[O:4][C:5]1[C:9](/[CH:10]=[CH:11]/[C:12]2[N:13]=[C:14]([N:18]3[CH2:23][CH2:22][CH2:21][CH2:20][CH2:19]3)[S:15][C:16]=2[CH3:17])=[CH:8][N:7]([C:24]2[CH:29]=[CH:28][CH:27]=[CH:26][CH:25]=2)[N:6]=1.[ClH:30], predict the reaction product. The product is: [ClH:30].[CH3:17][C:16]1[S:15][C:14]([N:18]2[CH2:23][CH2:22][CH2:21][CH2:20][CH2:19]2)=[N:13][C:12]=1/[CH:11]=[CH:10]/[C:9]1[C:5]([OH:4])=[N:6][N:7]([C:24]2[CH:29]=[CH:28][CH:27]=[CH:26][CH:25]=2)[CH:8]=1. (4) Given the reactants [Cl-].[NH4+:2].C1(C)C=CC=CC=1.C[Al](C)C.[Cl:14][C:15]1[N:16]=[CH:17][C:18]([C:21]([O:23]C)=O)=[N:19][CH:20]=1.C(=O)([O-])O.[Na+], predict the reaction product. The product is: [Cl:14][C:15]1[N:16]=[CH:17][C:18]([C:21]([NH2:2])=[O:23])=[N:19][CH:20]=1. (5) Given the reactants [O:1]1[CH2:15][C@H:2]1[CH2:3][N:4]1C(=O)C2=CC=CC=C2C1=O.[CH3:16][C:17]1[CH:22]=[C:21]([CH3:23])[CH:20]=[CH:19][C:18]=1[OH:24].C1CCN2C(=NCCC2)CC1.NN, predict the reaction product. The product is: [NH2:4][CH2:3][C@@H:2]([OH:1])[CH2:15][O:24][C:18]1[CH:19]=[CH:20][C:21]([CH3:23])=[CH:22][C:17]=1[CH3:16].